This data is from NCI-60 drug combinations with 297,098 pairs across 59 cell lines. The task is: Regression. Given two drug SMILES strings and cell line genomic features, predict the synergy score measuring deviation from expected non-interaction effect. Drug 1: COC1=C(C=C2C(=C1)N=CN=C2NC3=CC(=C(C=C3)F)Cl)OCCCN4CCOCC4. Drug 2: CCN(CC)CCCC(C)NC1=C2C=C(C=CC2=NC3=C1C=CC(=C3)Cl)OC. Cell line: CCRF-CEM. Synergy scores: CSS=47.3, Synergy_ZIP=-1.24, Synergy_Bliss=-0.175, Synergy_Loewe=-4.96, Synergy_HSA=1.45.